Dataset: NCI-60 drug combinations with 297,098 pairs across 59 cell lines. Task: Regression. Given two drug SMILES strings and cell line genomic features, predict the synergy score measuring deviation from expected non-interaction effect. (1) Synergy scores: CSS=13.7, Synergy_ZIP=-0.556, Synergy_Bliss=-0.0367, Synergy_Loewe=-2.09, Synergy_HSA=0.677. Drug 1: CC1=C(C(CCC1)(C)C)C=CC(=CC=CC(=CC(=O)O)C)C. Cell line: T-47D. Drug 2: CC12CCC3C(C1CCC2O)C(CC4=C3C=CC(=C4)O)CCCCCCCCCS(=O)CCCC(C(F)(F)F)(F)F. (2) Drug 1: CCN(CC)CCNC(=O)C1=C(NC(=C1C)C=C2C3=C(C=CC(=C3)F)NC2=O)C. Drug 2: C1=CC=C(C(=C1)C(C2=CC=C(C=C2)Cl)C(Cl)Cl)Cl. Cell line: HOP-92. Synergy scores: CSS=-4.03, Synergy_ZIP=2.24, Synergy_Bliss=-1.24, Synergy_Loewe=-4.53, Synergy_HSA=-4.98. (3) Drug 1: C1=C(C(=O)NC(=O)N1)F. Drug 2: CC1CCC2CC(C(=CC=CC=CC(CC(C(=O)C(C(C(=CC(C(=O)CC(OC(=O)C3CCCCN3C(=O)C(=O)C1(O2)O)C(C)CC4CCC(C(C4)OC)O)C)C)O)OC)C)C)C)OC. Cell line: OVCAR-5. Synergy scores: CSS=35.2, Synergy_ZIP=-6.42, Synergy_Bliss=-7.39, Synergy_Loewe=-0.729, Synergy_HSA=-0.205. (4) Drug 1: CC1OCC2C(O1)C(C(C(O2)OC3C4COC(=O)C4C(C5=CC6=C(C=C35)OCO6)C7=CC(=C(C(=C7)OC)O)OC)O)O. Drug 2: C1CCC(CC1)NC(=O)N(CCCl)N=O. Cell line: HS 578T. Synergy scores: CSS=36.7, Synergy_ZIP=5.75, Synergy_Bliss=7.05, Synergy_Loewe=6.58, Synergy_HSA=10.6. (5) Drug 1: CC1=C(C(CCC1)(C)C)C=CC(=CC=CC(=CC(=O)O)C)C. Drug 2: C1=CN(C=N1)CC(O)(P(=O)(O)O)P(=O)(O)O. Cell line: SK-OV-3. Synergy scores: CSS=3.13, Synergy_ZIP=-0.237, Synergy_Bliss=2.34, Synergy_Loewe=2.24, Synergy_HSA=1.86. (6) Drug 1: CN1CCC(CC1)COC2=C(C=C3C(=C2)N=CN=C3NC4=C(C=C(C=C4)Br)F)OC. Drug 2: C1=NC(=NC(=O)N1C2C(C(C(O2)CO)O)O)N. Cell line: SNB-75. Synergy scores: CSS=2.20, Synergy_ZIP=-1.80, Synergy_Bliss=0.599, Synergy_Loewe=-5.06, Synergy_HSA=-1.27. (7) Drug 1: CC1=C2C(C(=O)C3(C(CC4C(C3C(C(C2(C)C)(CC1OC(=O)C(C(C5=CC=CC=C5)NC(=O)OC(C)(C)C)O)O)OC(=O)C6=CC=CC=C6)(CO4)OC(=O)C)O)C)O. Drug 2: C1CN(P(=O)(OC1)NCCCl)CCCl. Cell line: SK-OV-3. Synergy scores: CSS=18.5, Synergy_ZIP=-3.75, Synergy_Bliss=2.83, Synergy_Loewe=-24.2, Synergy_HSA=0.515. (8) Drug 2: CC=C1C(=O)NC(C(=O)OC2CC(=O)NC(C(=O)NC(CSSCCC=C2)C(=O)N1)C(C)C)C(C)C. Drug 1: C1CC(=O)NC(=O)C1N2CC3=C(C2=O)C=CC=C3N. Synergy scores: CSS=49.8, Synergy_ZIP=9.29, Synergy_Bliss=10.2, Synergy_Loewe=11.5, Synergy_HSA=11.5. Cell line: BT-549.